This data is from Catalyst prediction with 721,799 reactions and 888 catalyst types from USPTO. The task is: Predict which catalyst facilitates the given reaction. (1) Reactant: C(OC([NH:8][CH2:9][C:10]([NH:12][C:13]1[CH:14]=[C:15]([C:19]2[S:41][C:22]3=[N:23][C:24]([N:28]4[CH2:33][CH2:32][N:31](C(OC(C)(C)C)=O)[CH2:30][CH2:29]4)=[CH:25][C:26](=[O:27])[N:21]3[N:20]=2)[CH:16]=[N:17][CH:18]=1)=[O:11])=O)(C)(C)C.C(O)(C(F)(F)F)=O. Product: [NH2:8][CH2:9][C:10]([NH:12][C:13]1[CH:18]=[N:17][CH:16]=[C:15]([C:19]2[S:41][C:22]3=[N:23][C:24]([N:28]4[CH2:29][CH2:30][NH:31][CH2:32][CH2:33]4)=[CH:25][C:26](=[O:27])[N:21]3[N:20]=2)[CH:14]=1)=[O:11]. The catalyst class is: 2. (2) Reactant: CS(Cl)(=O)=O.[N:6]1([C:11]2[N:12]=[C:13]([N:23]3[CH2:28][CH2:27][O:26][CH2:25][CH2:24]3)[C:14]3[N:20]=[C:19]([CH2:21][OH:22])[CH:18]=[CH:17][C:15]=3[N:16]=2)[CH:10]=[CH:9][N:8]=[CH:7]1.[CH3:29]CN(C(C)C)C(C)C. Product: [N:6]1([C:11]2[N:12]=[C:13]([N:23]3[CH2:24][CH2:25][O:26][CH2:27][CH2:28]3)[C:14]3[N:20]=[C:19]([CH2:21][O:22][CH3:29])[CH:18]=[CH:17][C:15]=3[N:16]=2)[CH:10]=[CH:9][N:8]=[CH:7]1. The catalyst class is: 2. (3) Reactant: Br[C:2]1[CH:7]=[CH:6][C:5]([O:8][CH3:9])=[CH:4][CH:3]=1.[CH3:10][O:11][C:12]1[CH:17]=[CH:16][C:15]([N:18]2[CH2:23][CH2:22][N:21]([C:24]3[C:25]([CH3:38])=[C:26]([CH3:37])[C:27]4[O:31][C:30]([CH3:33])([CH3:32])[C:29](=[O:34])[C:28]=4[C:35]=3[CH3:36])[CH2:20][CH2:19]2)=[CH:14][CH:13]=1. Product: [CH3:9][O:8][C:5]1[CH:6]=[CH:7][C:2]([C:29]2([OH:34])[C:28]3[C:35]([CH3:36])=[C:24]([N:21]4[CH2:22][CH2:23][N:18]([C:15]5[CH:16]=[CH:17][C:12]([O:11][CH3:10])=[CH:13][CH:14]=5)[CH2:19][CH2:20]4)[C:25]([CH3:38])=[C:26]([CH3:37])[C:27]=3[O:31][C:30]2([CH3:32])[CH3:33])=[CH:3][CH:4]=1. The catalyst class is: 81. (4) Reactant: [O:1]1[C:5]2[CH:6]=[CH:7][CH:8]=[CH:9][C:4]=2[N:3]=[C:2]1[C:10]1[CH:15]=[CH:14][C:13]([CH2:16][C:17]#[N:18])=[C:12]([O:19][CH3:20])[CH:11]=1.C[Si]([N-][Si](C)(C)C)(C)C.[Na+].Br[CH2:32][CH2:33][CH2:34][CH2:35]Br. Product: [O:1]1[C:5]2[CH:6]=[CH:7][CH:8]=[CH:9][C:4]=2[N:3]=[C:2]1[C:10]1[CH:15]=[CH:14][C:13]([C:16]2([C:17]#[N:18])[CH2:35][CH2:34][CH2:33][CH2:32]2)=[C:12]([O:19][CH3:20])[CH:11]=1. The catalyst class is: 1. (5) Reactant: O[C:2]1[CH:7]=[C:6]([CH:8]=[N:9][OH:10])[CH:5]=[CH:4][N:3]=1. Product: [N:3]1[CH:4]=[CH:5][C:6]([CH:8]=[N:9][OH:10])=[CH:7][CH:2]=1. The catalyst class is: 32. (6) Reactant: [Cl:1][C:2]1[NH:3][CH:4]=[C:5]([N+:7]([O-:9])=[O:8])[N:6]=1.S(C1C=CC(C)=CC=1)(O[CH2:14][C@@H:15]1[O:17][CH2:16]1)(=O)=O.C(=O)([O-])O.[Na+]. Product: [Cl:1][C:2]1[N:3]([CH2:14][C@@H:15]2[CH2:16][O:17]2)[CH:4]=[C:5]([N+:7]([O-:9])=[O:8])[N:6]=1. The catalyst class is: 7. (7) Reactant: [Mg].Br[C:3]1[CH:8]=[CH:7][C:6]([F:9])=[C:5]([F:10])[CH:4]=1.[CH2:11]([N:18]1[CH2:23][CH2:22][C:21](=[O:24])[CH2:20][CH2:19]1)[C:12]1[CH:17]=[CH:16][CH:15]=[CH:14][CH:13]=1.[NH4+].[Cl-]. Product: [CH2:11]([N:18]1[CH2:23][CH2:22][C:21]([C:3]2[CH:8]=[CH:7][C:6]([F:9])=[C:5]([F:10])[CH:4]=2)([OH:24])[CH2:20][CH2:19]1)[C:12]1[CH:13]=[CH:14][CH:15]=[CH:16][CH:17]=1. The catalyst class is: 1. (8) Product: [CH2:20]([N:1]1[C:9]2[C:4](=[CH:5][CH:6]=[C:7]([C:10]([O:12][CH3:13])=[O:11])[CH:8]=2)[CH:3]=[CH:2]1)[C:21]1[CH:26]=[CH:25][CH:24]=[CH:23][CH:22]=1. Reactant: [NH:1]1[C:9]2[C:4](=[CH:5][CH:6]=[C:7]([C:10]([O:12][CH3:13])=[O:11])[CH:8]=2)[CH:3]=[CH:2]1.C(=O)([O-])[O-].[K+].[K+].[CH2:20](Cl)[C:21]1[CH:26]=[CH:25][CH:24]=[CH:23][CH:22]=1. The catalyst class is: 9.